From a dataset of Full USPTO retrosynthesis dataset with 1.9M reactions from patents (1976-2016). Predict the reactants needed to synthesize the given product. (1) Given the product [CH3:14][O:15][C:16](=[O:30])[CH2:17][C:18]1[C:22]2[C:23]([CH3:29])=[CH:24][C:25]([O:28][CH2:37][C:36]3[N:32]([CH3:31])[N:33]=[C:34]([C:39]([F:42])([F:40])[F:41])[CH:35]=3)=[C:26]([F:27])[C:21]=2[S:20][CH:19]=1, predict the reactants needed to synthesize it. The reactants are: C(P(CCCC)CCCC)CCC.[CH3:14][O:15][C:16](=[O:30])[CH2:17][C:18]1[C:22]2[C:23]([CH3:29])=[CH:24][C:25]([OH:28])=[C:26]([F:27])[C:21]=2[S:20][CH:19]=1.[CH3:31][N:32]1[C:36]([CH2:37]O)=[CH:35][C:34]([C:39]([F:42])([F:41])[F:40])=[N:33]1.C1CCN(C(N=NC(N2CCCCC2)=O)=O)CC1. (2) Given the product [O:1]1[C:2]2[CH:15]=[C:6]3[CH:7]=[C:8]([C:10]([O:12][CH2:13][CH3:14])=[O:11])[O:9][C:5]3=[CH:4][C:3]=2[NH:16][C:18]1=[O:17], predict the reactants needed to synthesize it. The reactants are: [OH:1][C:2]1[C:3]([NH2:16])=[CH:4][C:5]2[O:9][C:8]([C:10]([O:12][CH2:13][CH3:14])=[O:11])=[CH:7][C:6]=2[CH:15]=1.[O:17]1CCC[CH2:18]1.C(Cl)(Cl)=O. (3) Given the product [F:12][C:2]1([F:1])[O:6][C:5]2[CH:7]=[CH:8][C:9]([NH:11][C:25](=[O:26])[C:24]3[CH:28]=[CH:29][CH:30]=[CH:31][C:23]=3[N+:20]([O-:22])=[O:21])=[CH:10][C:4]=2[O:3]1, predict the reactants needed to synthesize it. The reactants are: [F:1][C:2]1([F:12])[O:6][C:5]2[CH:7]=[CH:8][C:9]([NH2:11])=[CH:10][C:4]=2[O:3]1.C(N(CC)CC)C.[N+:20]([C:23]1[CH:31]=[CH:30][CH:29]=[CH:28][C:24]=1[C:25](Cl)=[O:26])([O-:22])=[O:21]. (4) Given the product [O:13]1[C:14]2[CH:20]=[CH:19][CH:18]=[CH:17][C:15]=2[N:16]=[C:12]1[N:7]1[CH2:8][CH2:9][CH2:10][C@H:6]1[C:4]([O:3][CH3:2])=[O:5], predict the reactants needed to synthesize it. The reactants are: Cl.[CH3:2][O:3][C:4]([C@@H:6]1[CH2:10][CH2:9][CH2:8][NH:7]1)=[O:5].Cl[C:12]1[O:13][C:14]2[CH:20]=[CH:19][CH:18]=[CH:17][C:15]=2[N:16]=1. (5) The reactants are: Cl[C:2]1[NH:3][C:4](=[O:13])[C:5]2[C:10]([CH:11]=1)=[C:9]([F:12])[CH:8]=[CH:7][CH:6]=2.[CH3:14][N:15]1[CH2:20][CH2:19][NH:18][CH2:17][CH2:16]1. Given the product [F:12][C:9]1[CH:8]=[CH:7][CH:6]=[C:5]2[C:10]=1[CH:11]=[C:2]([N:18]1[CH2:19][CH2:20][N:15]([CH3:14])[CH2:16][CH2:17]1)[NH:3][C:4]2=[O:13], predict the reactants needed to synthesize it. (6) The reactants are: [H-].[H-].[H-].[H-].[Li+].[Al+3].[C:7](OC)(=[O:16])[CH2:8]/[CH:9]=[CH:10]/[CH2:11][CH2:12][CH2:13][CH2:14][CH3:15].O.[OH-].[K+]. Given the product [CH2:7]([OH:16])[CH2:8]/[CH:9]=[CH:10]/[CH2:11][CH2:12][CH2:13][CH2:14][CH3:15], predict the reactants needed to synthesize it. (7) Given the product [N:5]1([CH2:4][CH2:3][CH2:2][N:28]2[CH2:29][CH2:30][CH:25]([C:21]3[CH:20]=[C:19]([NH:18][C:16](=[O:17])[CH:15]([CH3:14])[CH3:31])[CH:24]=[CH:23][CH:22]=3)[CH2:26][CH2:27]2)[C:13]2[C:8](=[CH:9][CH:10]=[CH:11][CH:12]=2)[CH:7]=[CH:6]1, predict the reactants needed to synthesize it. The reactants are: Cl[CH2:2][CH2:3][CH2:4][N:5]1[C:13]2[C:8](=[CH:9][CH:10]=[CH:11][CH:12]=2)[CH:7]=[CH:6]1.[CH3:14][CH:15]([CH3:31])[C:16]([NH:18][C:19]1[CH:24]=[CH:23][CH:22]=[C:21]([CH:25]2[CH2:30][CH2:29][NH:28][CH2:27][CH2:26]2)[CH:20]=1)=[O:17]. (8) The reactants are: [Br:1][C:2]1[CH:7]=[CH:6][C:5]([NH:8][C:9]2[C:14]([C:15]([NH:17][NH2:18])=[O:16])=[CH:13][N:12]3[CH:19]=[CH:20][N:21]=[C:11]3[C:10]=2[Cl:22])=[C:4]([F:23])[CH:3]=1.[C:24](=S)=[S:25].[OH-].[K+].Cl. Given the product [Br:1][C:2]1[CH:7]=[CH:6][C:5]([NH:8][C:9]2[C:14]([C:15]3[O:16][C:24]([SH:25])=[N:18][N:17]=3)=[CH:13][N:12]3[CH:19]=[CH:20][N:21]=[C:11]3[C:10]=2[Cl:22])=[C:4]([F:23])[CH:3]=1, predict the reactants needed to synthesize it.